This data is from Forward reaction prediction with 1.9M reactions from USPTO patents (1976-2016). The task is: Predict the product of the given reaction. (1) The product is: [F:11][C:10]([F:13])([F:12])[C:3]1[CH:4]=[C:5]([CH:8]=[CH:9][C:2]=1[O:22][C:18]1[CH:19]=[CH:20][CH:21]=[C:16]([C:15]([F:14])([F:23])[F:24])[CH:17]=1)[CH:6]=[O:7]. Given the reactants F[C:2]1[CH:9]=[CH:8][C:5]([CH:6]=[O:7])=[CH:4][C:3]=1[C:10]([F:13])([F:12])[F:11].[F:14][C:15]([F:24])([F:23])[C:16]1[CH:17]=[C:18]([OH:22])[CH:19]=[CH:20][CH:21]=1.C([O-])([O-])=O.[K+].[K+], predict the reaction product. (2) Given the reactants [CH3:1][C:2]1[C:7]([CH:8]=[O:9])=[CH:6][CH:5]=[C:4]([C:10]2[CH:15]=[CH:14][CH:13]=[C:12]([C:16]([F:19])([F:18])[F:17])[CH:11]=2)[N:3]=1.C[Mg]Cl, predict the reaction product. The product is: [CH3:1][C:2]1[C:7]([CH2:8][OH:9])=[CH:6][CH:5]=[C:4]([C:10]2[CH:15]=[CH:14][CH:13]=[C:12]([C:16]([F:18])([F:17])[F:19])[CH:11]=2)[N:3]=1. (3) Given the reactants [CH2:1]([O:5][C:6]1[N:14]=[C:13]2[C:9]([N:10]=[C:11]([O:25]C)[N:12]2[CH2:15][CH2:16][CH2:17][CH2:18][CH:19]2[CH2:24][CH2:23][CH2:22][NH:21][CH2:20]2)=[C:8]([NH2:27])[N:7]=1)[CH2:2][CH2:3][CH3:4].I[CH2:29][CH2:30][CH2:31][CH3:32], predict the reaction product. The product is: [NH2:27][C:8]1[N:7]=[C:6]([O:5][CH2:1][CH2:2][CH2:3][CH3:4])[N:14]=[C:13]2[C:9]=1[NH:10][C:11](=[O:25])[N:12]2[CH2:15][CH2:16][CH2:17][CH2:18][CH:19]1[CH2:24][CH2:23][CH2:22][N:21]([CH2:29][CH2:30][CH2:31][CH3:32])[CH2:20]1.